This data is from Catalyst prediction with 721,799 reactions and 888 catalyst types from USPTO. The task is: Predict which catalyst facilitates the given reaction. (1) Reactant: [C:1]1([C@@H:7]2[CH2:9][C@H:8]2[NH2:10])[CH:6]=[CH:5][CH:4]=[CH:3][CH:2]=1.[CH:11]([C:13]1([C:26]([O:28][CH3:29])=[O:27])[CH2:18][CH2:17][N:16]([C:19]([O:21][C:22]([CH3:25])([CH3:24])[CH3:23])=[O:20])[CH2:15][CH2:14]1)=O.C(O)(=O)C.C([BH3-])#N.[Na+].[F:38][C:39]([F:50])([F:49])[C:40](O[C:40](=[O:41])[C:39]([F:50])([F:49])[F:38])=[O:41].C(N(CC)CC)C. Product: [F:38][C:39]([F:50])([F:49])[C:40]([N:10]([CH2:11][C:13]1([C:26]([O:28][CH3:29])=[O:27])[CH2:18][CH2:17][N:16]([C:19]([O:21][C:22]([CH3:25])([CH3:24])[CH3:23])=[O:20])[CH2:15][CH2:14]1)[C@@H:8]1[CH2:9][C@H:7]1[C:1]1[CH:6]=[CH:5][CH:4]=[CH:3][CH:2]=1)=[O:41]. The catalyst class is: 5. (2) Reactant: IC.[Cl:3][C:4]1[N:9]=[C:8]([NH:10][C:11]2[CH:12]=[C:13]([CH2:18][OH:19])[CH:14]=[CH:15][C:16]=2[CH3:17])[CH:7]=[CH:6][N:5]=1.[C:20]([O-])([O-])=O.[Cs+].[Cs+]. Product: [Cl:3][C:4]1[N:9]=[C:8]([N:10]([CH3:20])[C:11]2[CH:12]=[C:13]([CH2:18][OH:19])[CH:14]=[CH:15][C:16]=2[CH3:17])[CH:7]=[CH:6][N:5]=1. The catalyst class is: 3. (3) Reactant: [CH3:1][N:2]([CH3:17])[CH:3]1[CH2:7][CH2:6][N:5](CC2C=CC=CC=2)[C:4]1([CH3:16])[CH3:15].Cl. Product: [CH3:1][N:2]([CH3:17])[CH:3]1[CH2:7][CH2:6][NH:5][C:4]1([CH3:16])[CH3:15]. The catalyst class is: 19. (4) Reactant: [NH2:1][C@H:2]([C@H:4]([OH:20])[CH2:5][CH2:6][CH2:7][CH2:8][CH2:9][CH2:10][CH2:11][CH2:12][CH2:13][CH2:14][CH2:15][CH2:16][CH2:17][CH2:18][CH3:19])[CH3:3].[C:21](N1C=CN=C1)(N1C=CN=C1)=[O:22].C(N(CC)CC)C. Product: [CH3:3][C@H:2]1[C@@H:4]([CH2:5][CH2:6][CH2:7][CH2:8][CH2:9][CH2:10][CH2:11][CH2:12][CH2:13][CH2:14][CH2:15][CH2:16][CH2:17][CH2:18][CH3:19])[O:20][C:21](=[O:22])[NH:1]1. The catalyst class is: 4. (5) Reactant: C(N(CC)CC)C.[C:8]1([CH2:14][C:15](Cl)=[O:16])[CH:13]=[CH:12][CH:11]=[CH:10][CH:9]=1.[CH2:18]([O:25][C:26]1[C:27]([CH3:35])=[C:28]([CH3:34])[C:29]([NH2:33])=[N:30][C:31]=1[CH3:32])[C:19]1[CH:24]=[CH:23][CH:22]=[CH:21][CH:20]=1. Product: [CH2:18]([O:25][C:26]1[C:27]([CH3:35])=[C:28]([CH3:34])[C:29]([NH:33][C:15](=[O:16])[CH2:14][C:8]2[CH:13]=[CH:12][CH:11]=[CH:10][CH:9]=2)=[N:30][C:31]=1[CH3:32])[C:19]1[CH:20]=[CH:21][CH:22]=[CH:23][CH:24]=1. The catalyst class is: 2. (6) Reactant: [Sn](Cl)Cl.[Cl:4][C:5]1[C:6]([N:11]2[C:15]([C:16]([O:18][CH3:19])=[O:17])=[CH:14][C:13]([N+:20]([O-])=O)=[N:12]2)=[N:7][CH:8]=[CH:9][CH:10]=1.C(=O)(O)[O-].[Na+]. Product: [NH2:20][C:13]1[CH:14]=[C:15]([C:16]([O:18][CH3:19])=[O:17])[N:11]([C:6]2[C:5]([Cl:4])=[CH:10][CH:9]=[CH:8][N:7]=2)[N:12]=1. The catalyst class is: 8. (7) Reactant: [F:1][C:2]1[CH:7]=[C:6]([F:8])[CH:5]=[CH:4][C:3]=1[N:9]1[N:17]=[C:16]([C:18]([OH:20])=[O:19])[C:15]2[CH:14]3[CH2:21][CH:11]([CH2:12][CH2:13]3)[C:10]1=2.B(F)(F)F. Product: [C:11]([O:19][C:18]([C:16]1[C:15]2[CH:14]3[CH2:21][CH:11]([CH2:12][CH2:13]3)[C:10]=2[N:9]([C:3]2[CH:4]=[CH:5][C:6]([F:8])=[CH:7][C:2]=2[F:1])[N:17]=1)=[O:20])([CH3:21])([CH3:12])[CH3:10]. The catalyst class is: 11.